From a dataset of Full USPTO retrosynthesis dataset with 1.9M reactions from patents (1976-2016). Predict the reactants needed to synthesize the given product. (1) Given the product [CH2:5]([NH2:15])[C:6]1[CH:14]=[CH:13][C:11]([OH:12])=[C:8]([O:9][CH3:10])[CH:7]=1, predict the reactants needed to synthesize it. The reactants are: Cl.[H][H].Cl.[CH2:5]([NH2:15])[C:6]1[CH:14]=[CH:13][C:11]([OH:12])=[C:8]([O:9][CH3:10])[CH:7]=1. (2) Given the product [Cl:1][C:2]1[C:11]2[C:6](=[CH:7][CH:8]=[C:9]([C:32]([C:31]3[N:27]([CH3:26])[CH:28]=[N:29][CH:30]=3)([C:34]3[CH:35]=[N:36][C:37]([C:40]([F:41])([F:43])[F:42])=[CH:38][CH:39]=3)[OH:33])[CH:10]=2)[N:5]=[C:4]([O:13][CH3:14])[C:3]=1[CH2:15][CH2:16][C:17]([F:20])([F:19])[F:18], predict the reactants needed to synthesize it. The reactants are: [Cl:1][C:2]1[C:11]2[C:6](=[CH:7][CH:8]=[C:9](I)[CH:10]=2)[N:5]=[C:4]([O:13][CH3:14])[C:3]=1[CH2:15][CH2:16][C:17]([F:20])([F:19])[F:18].[Li]CCCC.[CH3:26][N:27]1[C:31]([C:32]([C:34]2[CH:35]=[N:36][C:37]([C:40]([F:43])([F:42])[F:41])=[CH:38][CH:39]=2)=[O:33])=[CH:30][N:29]=[CH:28]1. (3) Given the product [NH2:8][C:5]1[CH:4]=[N:3][C:2]([NH:1][C:12]2[CH:27]=[CH:26][C:15]([C:16]([NH:18][CH2:19][CH2:20][N:21]3[CH2:22][CH2:23][CH2:24][CH2:25]3)=[O:17])=[CH:14][CH:13]=2)=[N:7][CH:6]=1, predict the reactants needed to synthesize it. The reactants are: [NH2:1][C:2]1[N:7]=[CH:6][C:5]([N+:8]([O-])=O)=[CH:4][N:3]=1.Br[C:12]1[CH:27]=[CH:26][C:15]([C:16]([NH:18][CH2:19][CH2:20][N:21]2[CH2:25][CH2:24][CH2:23][CH2:22]2)=[O:17])=[CH:14][CH:13]=1.C(=O)([O-])[O-].[Cs+].[Cs+]. (4) Given the product [NH2:1][C:2]1[N:7]=[C:6]([C:8]([NH:10][CH2:11][C:12]2[CH:17]=[CH:16][CH:15]=[C:14]([NH2:24])[N:13]=2)=[O:9])[CH:5]=[C:4]([C:19]2[O:20][CH:21]=[CH:22][CH:23]=2)[N:3]=1, predict the reactants needed to synthesize it. The reactants are: [NH2:1][C:2]1[N:7]=[C:6]([C:8]([NH:10][CH2:11][C:12]2[CH:17]=[CH:16][CH:15]=[C:14](Br)[N:13]=2)=[O:9])[CH:5]=[C:4]([C:19]2[O:20][CH:21]=[CH:22][CH:23]=2)[N:3]=1.[NH4+:24].[OH-].C(O)CO.O.